Dataset: Catalyst prediction with 721,799 reactions and 888 catalyst types from USPTO. Task: Predict which catalyst facilitates the given reaction. (1) Reactant: [C:1]([C:3]1[CH:4]=[CH:5][C:6]([NH:9][CH2:10][CH2:11][NH:12][C:13]2[N:18]3[N:19]=[C:20]([CH:22]4[CH2:27][CH2:26][N:25]([CH2:28][C:29]([O:31]CC)=[O:30])[CH2:24][CH2:23]4)[N:21]=[C:17]3[CH:16]=[C:15]([C:34]3[CH:39]=[CH:38][C:37]([Cl:40])=[CH:36][C:35]=3[Cl:41])[N:14]=2)=[N:7][CH:8]=1)#[N:2].O.[OH-].[Na+]. Product: [C:1]([C:3]1[CH:4]=[CH:5][C:6]([NH:9][CH2:10][CH2:11][NH:12][C:13]2[N:18]3[N:19]=[C:20]([CH:22]4[CH2:27][CH2:26][N:25]([CH2:28][C:29]([OH:31])=[O:30])[CH2:24][CH2:23]4)[N:21]=[C:17]3[CH:16]=[C:15]([C:34]3[CH:39]=[CH:38][C:37]([Cl:40])=[CH:36][C:35]=3[Cl:41])[N:14]=2)=[N:7][CH:8]=1)#[N:2]. The catalyst class is: 57. (2) Product: [CH3:22][O:21][C:20](=[O:23])[O-:25].[CH3:1][N+:2]([CH3:20])([CH3:19])[CH2:3][CH2:4][CH2:5][CH2:6][CH2:7][CH2:8][CH2:9][CH2:10][CH2:11][CH2:12][CH2:13][CH2:14][CH2:15][CH2:16][CH2:17][CH3:18]. Reactant: [CH3:1][N:2]([CH3:19])[CH2:3][CH2:4][CH2:5][CH2:6][CH2:7][CH2:8][CH2:9][CH2:10][CH2:11][CH2:12][CH2:13][CH2:14][CH2:15][CH2:16][CH2:17][CH3:18].[C:20](=[O:25])([O:23]C)[O:21][CH3:22]. The catalyst class is: 5. (3) Reactant: [O:1]=[C:2]1[NH:6][CH:5]=[C:4]([C:7]([NH:9][CH2:10][CH2:11][CH:12]2[CH2:17][CH2:16][NH:15][CH2:14][CH2:13]2)=[O:8])[O:3]1.CCN(C(C)C)C(C)C.[C:27](Cl)(=[O:38])[O:28][CH2:29][C:30]1[CH:35]=[C:34]([Cl:36])[CH:33]=[C:32]([Cl:37])[CH:31]=1. Product: [O:1]=[C:2]1[NH:6][CH:5]=[C:4]([C:7]([NH:9][CH2:10][CH2:11][CH:12]2[CH2:17][CH2:16][N:15]([C:27]([O:28][CH2:29][C:30]3[CH:31]=[C:32]([Cl:37])[CH:33]=[C:34]([Cl:36])[CH:35]=3)=[O:38])[CH2:14][CH2:13]2)=[O:8])[O:3]1. The catalyst class is: 2.